Dataset: Forward reaction prediction with 1.9M reactions from USPTO patents (1976-2016). Task: Predict the product of the given reaction. (1) Given the reactants [Br:1][C:2]1[CH:3]=[C:4]2[C:10]([CH3:12])([CH3:11])[C:9](=[O:13])[N:8](COCC[Si](C)(C)C)[C:5]2=[N:6][CH:7]=1.FC(F)(F)C(O)=O, predict the reaction product. The product is: [Br:1][C:2]1[CH:3]=[C:4]2[C:10]([CH3:11])([CH3:12])[C:9](=[O:13])[NH:8][C:5]2=[N:6][CH:7]=1. (2) Given the reactants C(Cl)(=O)C(Cl)=O.CS(C)=O.[CH3:11][C:12]1[CH:13]=[C:14]([N:19]([CH3:34])[C:20]2[C:29]3[C:24](=[CH:25][CH:26]=[CH:27][CH:28]=3)[C:23](=[O:30])[N:22]([CH3:31])[C:21]=2[CH2:32][OH:33])[CH:15]=[CH:16][C:17]=1[CH3:18].CCN(CC)CC, predict the reaction product. The product is: [CH3:11][C:12]1[CH:13]=[C:14]([N:19]([CH3:34])[C:20]2[C:29]3[C:24](=[CH:25][CH:26]=[CH:27][CH:28]=3)[C:23](=[O:30])[N:22]([CH3:31])[C:21]=2[CH:32]=[O:33])[CH:15]=[CH:16][C:17]=1[CH3:18].